This data is from Kir2.1 potassium channel HTS with 301,493 compounds. The task is: Binary Classification. Given a drug SMILES string, predict its activity (active/inactive) in a high-throughput screening assay against a specified biological target. The drug is S(CC(=O)Nc1ccc(N2CCOCC2)cc1)c1n(c2ccc(OC)cc2)cnn1. The result is 0 (inactive).